Dataset: Full USPTO retrosynthesis dataset with 1.9M reactions from patents (1976-2016). Task: Predict the reactants needed to synthesize the given product. (1) The reactants are: [NH2:1][C:2]1[C:7]([C:8]#[N:9])=[C:6]([C:10]2[CH:15]=[CH:14][C:13]([O:16][CH2:17][CH2:18][O:19][CH3:20])=[CH:12][CH:11]=2)[C:5]([C:21]#[N:22])=[C:4]([SH:23])[N:3]=1.[C:24](=O)(O)[O-].[Na+].ClC[C:31]1[N:32]=[C:33]([C:36]2[CH:40]=[CH:39][S:38][CH:37]=2)[S:34][CH:35]=1.O. Given the product [NH2:1][C:2]1[C:7]([C:8]#[N:9])=[C:6]([C:10]2[CH:11]=[CH:12][C:13]([O:16][CH2:17][CH2:18][O:19][CH3:20])=[CH:14][CH:15]=2)[C:5]([C:21]#[N:22])=[C:4]([SH:23]([C:31]2[N:32]=[C:33]([C:36]3[CH:40]=[CH:39][S:38][CH:37]=3)[S:34][CH:35]=2)[CH3:24])[N:3]=1, predict the reactants needed to synthesize it. (2) Given the product [Br-:11].[F:1][C:2]1[CH:7]=[CH:6][C:5]([OH:8])=[C:4]([CH:3]=1)[CH2:9][P+:18]([C:19]1[CH:20]=[CH:21][CH:22]=[CH:23][CH:24]=1)([C:25]1[CH:30]=[CH:29][CH:28]=[CH:27][CH:26]=1)[C:12]1[CH:13]=[CH:14][CH:15]=[CH:16][CH:17]=1, predict the reactants needed to synthesize it. The reactants are: [F:1][C:2]1[CH:7]=[CH:6][C:5]([OH:8])=[C:4]([CH2:9]O)[CH:3]=1.[BrH:11].[C:12]1([PH+:18]([C:25]2[CH:30]=[CH:29][CH:28]=[CH:27][CH:26]=2)[C:19]2[CH:24]=[CH:23][CH:22]=[CH:21][CH:20]=2)[CH:17]=[CH:16][CH:15]=[CH:14][CH:13]=1. (3) The reactants are: [F:1][C:2]1[C:10]([O:11][C:12]2[C:21]3[C:16](=[CH:17][CH:18]=[CH:19][CH:20]=3)[C:15]([CH2:22][C:23]3[CH:24]=[N:25][C:26]([O:29]C)=[CH:27][CH:28]=3)=[N:14][N:13]=2)=[CH:9][CH:8]=[C:7]2[C:3]=1[CH:4]=[C:5]([CH3:31])[NH:6]2.[Si](I)(C)(C)C. Given the product [F:1][C:2]1[C:10]([O:11][C:12]2[C:21]3[C:16](=[CH:17][CH:18]=[CH:19][CH:20]=3)[C:15]([CH2:22][C:23]3[CH:24]=[N:25][C:26]([OH:29])=[CH:27][CH:28]=3)=[N:14][N:13]=2)=[CH:9][CH:8]=[C:7]2[C:3]=1[CH:4]=[C:5]([CH3:31])[NH:6]2, predict the reactants needed to synthesize it. (4) Given the product [C:1]([O:5][C:6]([N:8]1[CH2:9][C:10](=[O:14])[CH2:11][CH:12]([C:24]2[C:23]3[C:18](=[CH:19][CH:20]=[CH:21][CH:22]=3)[NH:17][C:16]=2[CH3:15])[CH2:13]1)=[O:7])([CH3:4])([CH3:2])[CH3:3], predict the reactants needed to synthesize it. The reactants are: [C:1]([O:5][C:6]([N:8]1[CH2:13][CH:12]=[CH:11][C:10](=[O:14])[CH2:9]1)=[O:7])([CH3:4])([CH3:3])[CH3:2].[CH3:15][C:16]1[NH:17][C:18]2[C:23]([CH:24]=1)=[CH:22][CH:21]=[CH:20][CH:19]=2.II. (5) Given the product [CH2:1]([N:3]([CH2:4][CH:5]([NH:9][S:10]([C:13]1[C:14]([CH3:21])=[CH:15][C:16]([CH3:20])=[CH:17][C:18]=1[CH3:19])(=[O:12])=[O:11])[CH:6]([CH3:7])[CH3:8])[C:23]1[CH:28]=[CH:27][CH:26]=[CH:25][CH:24]=1)[CH3:2], predict the reactants needed to synthesize it. The reactants are: [CH2:1]([N:3]([C:23]1[CH:28]=[CH:27][CH:26]=[CH:25][CH:24]=1)[C:4](=O)[CH:5]([NH:9][S:10]([C:13]1[C:18]([CH3:19])=[CH:17][C:16]([CH3:20])=[CH:15][C:14]=1[CH3:21])(=[O:12])=[O:11])[CH:6]([CH3:8])[CH3:7])[CH3:2].